Dataset: Serine/threonine kinase 33 screen with 319,792 compounds. Task: Binary Classification. Given a drug SMILES string, predict its activity (active/inactive) in a high-throughput screening assay against a specified biological target. The drug is Clc1cc(c(/N=C2/N=C(N)c3c2cccc3)cc1)C. The result is 0 (inactive).